From a dataset of NCI-60 drug combinations with 297,098 pairs across 59 cell lines. Regression. Given two drug SMILES strings and cell line genomic features, predict the synergy score measuring deviation from expected non-interaction effect. (1) Drug 1: CN(C)N=NC1=C(NC=N1)C(=O)N. Drug 2: C1CNP(=O)(OC1)N(CCCl)CCCl. Cell line: NCI-H522. Synergy scores: CSS=-0.805, Synergy_ZIP=-1.42, Synergy_Bliss=-2.25, Synergy_Loewe=-6.64, Synergy_HSA=-2.84. (2) Drug 1: CC1=C(C=C(C=C1)NC2=NC=CC(=N2)N(C)C3=CC4=NN(C(=C4C=C3)C)C)S(=O)(=O)N.Cl. Drug 2: C1=NC2=C(N=C(N=C2N1C3C(C(C(O3)CO)O)O)F)N. Cell line: HOP-62. Synergy scores: CSS=14.2, Synergy_ZIP=-7.26, Synergy_Bliss=-8.55, Synergy_Loewe=-12.7, Synergy_HSA=-7.73.